This data is from Forward reaction prediction with 1.9M reactions from USPTO patents (1976-2016). The task is: Predict the product of the given reaction. Given the reactants Cl.[CH2:2]([O:4][C:5](=[O:14])[CH2:6][CH2:7][CH2:8][CH2:9][CH2:10][CH2:11][C:12]#[N:13])[CH3:3].[CH2:15]([OH:17])[CH3:16], predict the reaction product. The product is: [CH2:2]([O:4][C:5](=[O:14])[CH2:6][CH2:7][CH2:8][CH2:9][CH2:10][CH2:11][C:12]([O:17][CH2:15][CH3:16])=[NH:13])[CH3:3].